Dataset: Full USPTO retrosynthesis dataset with 1.9M reactions from patents (1976-2016). Task: Predict the reactants needed to synthesize the given product. The reactants are: [Cl:1][C:2]1[CH:3]=[C:4]([OH:8])[CH:5]=[N:6][CH:7]=1.[H-].[Na+].[Cl:11][CH2:12][CH2:13][CH2:14]I.[Na+].[Cl-]. Given the product [Cl:1][C:2]1[CH:7]=[N:6][CH:5]=[C:4]([O:8][CH2:14][CH2:13][CH2:12][Cl:11])[CH:3]=1, predict the reactants needed to synthesize it.